From a dataset of Full USPTO retrosynthesis dataset with 1.9M reactions from patents (1976-2016). Predict the reactants needed to synthesize the given product. (1) The reactants are: Cl.[I:2][C:3]1[CH:4]=[C:5]2[C:10](=[CH:11][CH:12]=1)[N:9]([C@H:13]1[CH2:17][CH2:16][NH:15][CH2:14]1)[CH:8]=[C:7]([C:18]([O:20][CH2:21][CH3:22])=[O:19])[C:6]2=[O:23].C=O.O.[C:27]([BH3-])#N.[Na+]. Given the product [I:2][C:3]1[CH:4]=[C:5]2[C:10](=[CH:11][CH:12]=1)[N:9]([C@H:13]1[CH2:17][CH2:16][N:15]([CH3:27])[CH2:14]1)[CH:8]=[C:7]([C:18]([O:20][CH2:21][CH3:22])=[O:19])[C:6]2=[O:23], predict the reactants needed to synthesize it. (2) Given the product [C:37]([N:25]1[C:26]2[C:22](=[CH:21][CH:20]=[C:19]([NH:18][C:16](=[O:17])[C:15]3[CH:28]=[C:29]([N+:32]([O-:34])=[O:33])[CH:30]=[CH:31][C:14]=3[NH:13][C:11](=[O:12])[C:10]3[CH:35]=[CH:36][C:7]([C:3]([CH3:6])([CH3:4])[CH3:5])=[CH:8][CH:9]=3)[CH:27]=2)[CH:23]=[N:24]1)([O:39][C:40]([CH3:43])([CH3:42])[CH3:41])=[O:38], predict the reactants needed to synthesize it. The reactants are: [H-].[Na+].[C:3]([C:7]1[CH:36]=[CH:35][C:10]([C:11]([NH:13][C:14]2[CH:31]=[CH:30][C:29]([N+:32]([O-:34])=[O:33])=[CH:28][C:15]=2[C:16]([NH:18][C:19]2[CH:27]=[C:26]3[C:22]([CH:23]=[N:24][NH:25]3)=[CH:21][CH:20]=2)=[O:17])=[O:12])=[CH:9][CH:8]=1)([CH3:6])([CH3:5])[CH3:4].[C:37](O[C:37]([O:39][C:40]([CH3:43])([CH3:42])[CH3:41])=[O:38])([O:39][C:40]([CH3:43])([CH3:42])[CH3:41])=[O:38].